From a dataset of Catalyst prediction with 721,799 reactions and 888 catalyst types from USPTO. Predict which catalyst facilitates the given reaction. Reactant: [Br:1][C:2]1[N:7]2[CH:8]=[CH:9][N:10]=[C:6]2[C:5](Br)=[N:4][CH:3]=1.N12CCN(CC1)CC2.[CH3:20][N:21]1[CH2:26][CH2:25][CH:24]([CH2:27][O:28][C:29]2[CH:34]=[CH:33][C:32]([NH2:35])=[CH:31][CH:30]=2)[CH2:23][CH2:22]1. Product: [Br:1][C:2]1[N:7]2[CH:8]=[CH:9][N:10]=[C:6]2[C:5]([NH:35][C:32]2[CH:31]=[CH:30][C:29]([O:28][CH2:27][CH:24]3[CH2:25][CH2:26][N:21]([CH3:20])[CH2:22][CH2:23]3)=[CH:34][CH:33]=2)=[N:4][CH:3]=1. The catalyst class is: 32.